From a dataset of Catalyst prediction with 721,799 reactions and 888 catalyst types from USPTO. Predict which catalyst facilitates the given reaction. (1) Reactant: Br[C:2]1[CH:11]=[CH:10][C:5]2[C:6](=[O:9])[O:7][CH2:8][C:4]=2[C:3]=1[CH3:12].[CH2:13](O)[CH3:14]. Product: [CH:13]([C:2]1[CH:11]=[CH:10][C:5]2[C:6](=[O:9])[O:7][CH2:8][C:4]=2[C:3]=1[CH3:12])=[CH2:14]. The catalyst class is: 462. (2) Reactant: [F:1][C:2]1[CH:7]=[CH:6][C:5]([N:8]2[C:16]3[CH2:15][CH2:14][CH2:13][NH:12][C:11]=3[CH:10]=[N:9]2)=[CH:4][CH:3]=1.[O:17]1[C:21]2[CH:22]=[CH:23][CH:24]=[CH:25][C:20]=2[N:19]=[C:18]1[CH2:26][C:27](O)=[O:28].CCN(CC)CC.CN(C(ON1N=NC2C=CC=NC1=2)=[N+](C)C)C.F[P-](F)(F)(F)(F)F. Product: [O:17]1[C:21]2[CH:22]=[CH:23][CH:24]=[CH:25][C:20]=2[N:19]=[C:18]1[CH2:26][C:27]([N:12]1[CH2:13][CH2:14][CH2:15][C:16]2[N:8]([C:5]3[CH:4]=[CH:3][C:2]([F:1])=[CH:7][CH:6]=3)[N:9]=[CH:10][C:11]1=2)=[O:28]. The catalyst class is: 3. (3) Product: [ClH:46].[ClH:46].[F:1][C:2]1[CH:3]=[C:4]2[C:8](=[CH:9][CH:10]=1)[CH2:7][N:6]([N:11]([CH3:45])[C:12](=[O:44])[CH2:13][N:14]([C:31]1[CH:36]=[CH:35][C:34]([C:37]3[N:41]=[C:40]([CH3:42])[O:39][N:38]=3)=[CH:33][C:32]=1[CH3:43])[CH2:15][C:16]([NH:18][CH2:19][CH2:20][NH:21][CH2:22][CH3:23])=[O:17])[CH2:5]2. The catalyst class is: 526. Reactant: [F:1][C:2]1[CH:3]=[C:4]2[C:8](=[CH:9][CH:10]=1)[CH2:7][N:6]([N:11]([CH3:45])[C:12](=[O:44])[CH2:13][N:14]([C:31]1[CH:36]=[CH:35][C:34]([C:37]3[N:41]=[C:40]([CH3:42])[O:39][N:38]=3)=[CH:33][C:32]=1[CH3:43])[CH2:15][C:16]([NH:18][CH2:19][CH2:20][N:21](C(OC(C)(C)C)=O)[CH2:22][CH3:23])=[O:17])[CH2:5]2.[ClH:46].O1CCOCC1.Cl.C(OCC)(=O)C. (4) Reactant: CC(C)([O-])C.[K+].[CH2:7]([NH:9][S:10]([CH2:13][C:14]1[CH:19]=[CH:18][C:17]([C:20]([F:23])([F:22])[F:21])=[CH:16][CH:15]=1)(=[O:12])=[O:11])[CH3:8].[C:24](OCC)(=[O:30])[C:25](OCC)=[O:26].Cl. Product: [CH2:7]([N:9]1[C:25](=[O:26])[C:24]([OH:30])=[C:13]([C:14]2[CH:19]=[CH:18][C:17]([C:20]([F:23])([F:21])[F:22])=[CH:16][CH:15]=2)[S:10]1(=[O:11])=[O:12])[CH3:8]. The catalyst class is: 1.